Dataset: Reaction yield outcomes from USPTO patents with 853,638 reactions. Task: Predict the reaction yield, written as a fraction of the theoretical maximum amount of product (1.0 means a 100% yield; for example, 0.34 means a 34% yield). (1) The reactants are I[C:2]1[CH:7]=[C:6]([C:8]([CH3:15])([CH2:10][C:11]([CH3:14])([CH3:13])[CH3:12])[CH3:9])[CH:5]=[CH:4][C:3]=1[O:16][CH2:17][O:18][CH3:19].[CH:20]1[C:32]2[NH:31][C:30]3[C:25](=[CH:26][CH:27]=[CH:28][CH:29]=3)[C:24]=2[CH:23]=[CH:22][CH:21]=1.[O-]P([O-])([O-])=O.[K+].[K+].[K+].CN(C)[C@@H]1CCCC[C@H]1N. The catalyst is [Cu]I.C(OCC)(=O)C.C1(C)C=CC=CC=1. The product is [CH3:19][O:18][CH2:17][O:16][C:3]1[CH:4]=[CH:5][C:6]([C:8]([CH3:15])([CH2:10][C:11]([CH3:14])([CH3:13])[CH3:12])[CH3:9])=[CH:7][C:2]=1[N:31]1[C:32]2[CH:20]=[CH:21][CH:22]=[CH:23][C:24]=2[C:25]2[C:30]1=[CH:29][CH:28]=[CH:27][CH:26]=2. The yield is 0.296. (2) The reactants are [NH2:1][C:2]1[CH:3]=[C:4]([C:28]2[CH:33]=[CH:32][C:31]([F:34])=[C:30]([F:35])[CH:29]=2)[CH:5]=[CH:6][C:7]=1[C:8]([NH:10][C@H:11]([C:18]([O:20][CH2:21][C:22]1[CH:27]=[CH:26][CH:25]=[CH:24][CH:23]=1)=[O:19])[CH2:12][C:13]([O:15][CH2:16][CH3:17])=[O:14])=[O:9].[N:36]([C:39]1[C:44]([CH3:45])=[CH:43][C:42]([CH3:46])=[CH:41][C:40]=1[CH3:47])=[C:37]=[O:38]. The catalyst is N1C=CC=CC=1. The product is [F:35][C:30]1[CH:29]=[C:28]([C:4]2[CH:5]=[CH:6][C:7]([C:8]([NH:10][C@H:11]([C:18]([O:20][CH2:21][C:22]3[CH:27]=[CH:26][CH:25]=[CH:24][CH:23]=3)=[O:19])[CH2:12][C:13]([O:15][CH2:16][CH3:17])=[O:14])=[O:9])=[C:2]([NH:1][C:37]([NH:36][C:39]3[C:40]([CH3:47])=[CH:41][C:42]([CH3:46])=[CH:43][C:44]=3[CH3:45])=[O:38])[CH:3]=2)[CH:33]=[CH:32][C:31]=1[F:34]. The yield is 0.750. (3) The reactants are Br[C:2]1[C:3]([CH3:19])=[C:4]([CH2:12][N:13]2[CH2:18][CH2:17][O:16][CH2:15][CH2:14]2)[N:5]2[C:10]=1[C:9]([NH2:11])=[N:8][CH:7]=[N:6]2.[F:20][C:21]1[CH:26]=[C:25](B2OC(C)(C)C(C)(C)O2)[C:24]([F:36])=[CH:23][C:22]=1[NH:37][C:38]([NH:40][C:41]1[CH:46]=[C:45]([C:47]([F:50])([F:49])[F:48])[CH:44]=[CH:43][C:42]=1[F:51])=[O:39].FC1C=CC(C(F)(F)F)=CC=1NC(NC1C=CC(B2OC(C)(C)C(C)(C)O2)=CC=1)=O. No catalyst specified. The product is [NH2:11][C:9]1[C:10]2=[C:2]([C:25]3[C:24]([F:36])=[CH:23][C:22]([NH:37][C:38]([NH:40][C:41]4[CH:46]=[C:45]([C:47]([F:48])([F:49])[F:50])[CH:44]=[CH:43][C:42]=4[F:51])=[O:39])=[C:21]([F:20])[CH:26]=3)[C:3]([CH3:19])=[C:4]([CH2:12][N:13]3[CH2:18][CH2:17][O:16][CH2:15][CH2:14]3)[N:5]2[N:6]=[CH:7][N:8]=1. The yield is 0.140. (4) The reactants are Br[C:2]1[CH:3]=[C:4]([NH:10][C:11]2[CH:16]=[CH:15][N:14]=[CH:13][N:12]=2)[C:5](=[O:9])[N:6]([CH3:8])[CH:7]=1.[C:17]([O:20][CH2:21][C:22]1[C:23]([N:37]2[CH2:49][CH2:48][N:40]3[C:41]4[CH2:42][CH2:43][CH2:44][CH2:45][C:46]=4[CH:47]=[C:39]3[C:38]2=[O:50])=[N:24][CH:25]=[CH:26][C:27]=1B1OC(C)(C)C(C)(C)O1)(=[O:19])[CH3:18].CC([O-])=O.[Na+].C(#N)C. The catalyst is C1C=CC(P(C2C=CC=CC=2)[C-]2C=CC=C2)=CC=1.C1C=CC(P(C2C=CC=CC=2)[C-]2C=CC=C2)=CC=1.Cl[Pd]Cl.[Fe+2].O. The product is [C:17]([O:20][CH2:21][C:22]1[C:23]([N:37]2[CH2:49][CH2:48][N:40]3[C:41]4[CH2:42][CH2:43][CH2:44][CH2:45][C:46]=4[CH:47]=[C:39]3[C:38]2=[O:50])=[N:24][CH:25]=[CH:26][C:27]=1[C:2]1[CH:3]=[C:4]([NH:10][C:11]2[CH:16]=[CH:15][N:14]=[CH:13][N:12]=2)[C:5](=[O:9])[N:6]([CH3:8])[CH:7]=1)(=[O:19])[CH3:18]. The yield is 0.300. (5) The yield is 0.640. The reactants are C(OC(=O)[NH:7][C:8]1[CH:13]=[CH:12][N:11]2[CH:14]=[C:15]([C:17]3[C:18]([C:23]4[CH:28]=[CH:27][CH:26]=[CH:25][CH:24]=4)=[N:19][O:20][C:21]=3[CH3:22])[N:16]=[C:10]2[CH:9]=1)(C)(C)C. The catalyst is Cl. The product is [CH3:22][C:21]1[O:20][N:19]=[C:18]([C:23]2[CH:24]=[CH:25][CH:26]=[CH:27][CH:28]=2)[C:17]=1[C:15]1[N:16]=[C:10]2[CH:9]=[C:8]([NH2:7])[CH:13]=[CH:12][N:11]2[CH:14]=1. (6) The reactants are [Si]([O:8][CH2:9][C:10]1[C:11](=[O:27])[N:12]([CH3:26])[C:13](=[O:25])[N:14]([C:16]([NH:18][CH2:19][CH2:20][CH2:21][CH2:22][CH2:23][CH3:24])=[O:17])[CH:15]=1)(C(C)(C)C)(C)C.CC(O)=O.C1COCC1.O. The catalyst is O. The product is [CH2:19]([NH:18][C:16]([N:14]1[CH:15]=[C:10]([CH2:9][OH:8])[C:11](=[O:27])[N:12]([CH3:26])[C:13]1=[O:25])=[O:17])[CH2:20][CH2:21][CH2:22][CH2:23][CH3:24]. The yield is 0.880. (7) The reactants are [Cl:1][C:2]1[CH:3]=[C:4]2[C:8](=[C:9]([C:12]([OH:14])=O)[C:10]=1[F:11])[NH:7][CH:6]=[CH:5]2.CN(C(ON1N=NC2C=CC=CC1=2)=[N+](C)C)C.[B-](F)(F)(F)F.C(N(CC)C(C)C)(C)C.[C:46]([C:50]1[CH:70]=[CH:69][C:53]([CH2:54][NH:55][CH2:56][CH2:57][C:58]2[CH:63]=[C:62]([C:64]([F:67])([F:66])[F:65])[CH:61]=[C:60]([F:68])[CH:59]=2)=[CH:52][CH:51]=1)([CH3:49])([CH3:48])[CH3:47]. The catalyst is CN(C=O)C.O. The product is [C:46]([C:50]1[CH:51]=[CH:52][C:53]([CH2:54][N:55]([CH2:56][CH2:57][C:58]2[CH:63]=[C:62]([C:64]([F:67])([F:65])[F:66])[CH:61]=[C:60]([F:68])[CH:59]=2)[C:12]([C:9]2[C:10]([F:11])=[C:2]([Cl:1])[CH:3]=[C:4]3[C:8]=2[NH:7][CH:6]=[CH:5]3)=[O:14])=[CH:69][CH:70]=1)([CH3:49])([CH3:47])[CH3:48]. The yield is 0.480.